Task: Predict the product of the given reaction.. Dataset: Forward reaction prediction with 1.9M reactions from USPTO patents (1976-2016) (1) Given the reactants [CH3:1][O:2][C:3]1[CH:4]=[C:5]([CH2:13][C:14]([O:16]C)=[O:15])[CH:6]=[CH:7][C:8]=1[O:9][CH2:10][O:11][CH3:12].[OH-].[Na+].O, predict the reaction product. The product is: [CH3:1][O:2][C:3]1[CH:4]=[C:5]([CH2:13][C:14]([OH:16])=[O:15])[CH:6]=[CH:7][C:8]=1[O:9][CH2:10][O:11][CH3:12]. (2) Given the reactants [NH:1]1[CH:5]=[C:4]([C:6]2[S:10][C:9]([C:11]([NH:13][C:14]3[N:18]([CH:19]4[CH2:24][CH2:23][CH2:22][N:21](C(OC(C)(C)C)=O)[CH2:20]4)[C:17]4[CH:32]=[CH:33][CH:34]=[CH:35][C:16]=4[N:15]=3)=[O:12])=[CH:8][CH:7]=2)[CH:3]=[N:2]1.C(O)(C(F)(F)F)=O.C([O-])(O)=O.[Na+], predict the reaction product. The product is: [NH:21]1[CH2:22][CH2:23][CH2:24][CH:19]([N:18]2[C:17]3[CH:32]=[CH:33][CH:34]=[CH:35][C:16]=3[N:15]=[C:14]2[NH:13][C:11]([C:9]2[S:10][C:6]([C:4]3[CH:5]=[N:1][NH:2][CH:3]=3)=[CH:7][CH:8]=2)=[O:12])[CH2:20]1. (3) Given the reactants [C:1]([NH:4][C:5]1[S:6][CH:7]=[C:8]([C:10]([OH:12])=[O:11])[N:9]=1)(=[O:3])[CH3:2].C(N1C=CN=C1)(N1C=CN=C1)=O.[NH:25]([C:39]([O:41][C:42]([CH3:45])([CH3:44])[CH3:43])=[O:40])[NH:26][C:27]([O:29][CH2:30][CH2:31][C:32]1[CH:37]=[CH:36][C:35](O)=[CH:34][CH:33]=1)=[O:28].O, predict the reaction product. The product is: [NH:26]([C:27]([O:29][CH2:30][CH2:31][C:32]1[CH:33]=[CH:34][C:35]([O:11][C:10]([C:8]2[N:9]=[C:5]([NH:4][C:1](=[O:3])[CH3:2])[S:6][CH:7]=2)=[O:12])=[CH:36][CH:37]=1)=[O:28])[NH:25][C:39]([O:41][C:42]([CH3:45])([CH3:44])[CH3:43])=[O:40]. (4) Given the reactants [Cl:1][C:2]1[N:7]=[C:6](Cl)[C:5]([N+:9]([O-:11])=[O:10])=[CH:4][N:3]=1.[NH2:12][C:13]1[CH:21]=[C:20]2[C:16]([C:17]([CH3:24])([CH3:23])[C:18](=[O:22])[NH:19]2)=[CH:15][CH:14]=1, predict the reaction product. The product is: [Cl:1][C:2]1[N:7]=[C:6]([NH:12][C:13]2[CH:21]=[C:20]3[C:16]([C:17]([CH3:24])([CH3:23])[C:18](=[O:22])[NH:19]3)=[CH:15][CH:14]=2)[C:5]([N+:9]([O-:11])=[O:10])=[CH:4][N:3]=1. (5) Given the reactants [OH-].[Li+].C([O:11][CH:12]([CH2:34][CH2:35][C:36]1[CH:41]=[CH:40][C:39]([C:42]2[CH:47]=[CH:46][CH:45]=[CH:44][CH:43]=2)=[CH:38][CH:37]=1)[CH:13]([C:27]([O:29][C:30]([CH3:33])([CH3:32])[CH3:31])=[O:28])[CH2:14][CH2:15][NH:16][S:17]([C:20]1[CH:25]=[CH:24][C:23]([F:26])=[CH:22][CH:21]=1)(=[O:19])=[O:18])(=O)C1C=CC=CC=1.Cl, predict the reaction product. The product is: [C:39]1([C:42]2[CH:47]=[CH:46][CH:45]=[CH:44][CH:43]=2)[CH:40]=[CH:41][C:36]([CH2:35][CH2:34][CH:12]([OH:11])[CH:13]([CH2:14][CH2:15][NH:16][S:17]([C:20]2[CH:25]=[CH:24][C:23]([F:26])=[CH:22][CH:21]=2)(=[O:19])=[O:18])[C:27]([O:29][C:30]([CH3:31])([CH3:33])[CH3:32])=[O:28])=[CH:37][CH:38]=1. (6) Given the reactants [Br:1][C:2]1[CH:7]=[CH:6][C:5]([S:8]([CH:11]2[CH2:16][CH2:15][NH:14][CH2:13][CH2:12]2)(=[O:10])=[O:9])=[CH:4][CH:3]=1.[F:17][CH:18]([C:22]1[CH:27]=[CH:26][CH:25]=[CH:24][CH:23]=1)[C:19](O)=O, predict the reaction product. The product is: [Br:1][C:2]1[CH:3]=[CH:4][C:5]([S:8]([CH:11]2[CH2:16][CH2:15][N:14]([CH2:19][CH:18]([F:17])[C:22]3[CH:27]=[CH:26][CH:25]=[CH:24][CH:23]=3)[CH2:13][CH2:12]2)(=[O:9])=[O:10])=[CH:6][CH:7]=1. (7) Given the reactants [CH3:1][O:2][C:3]1[C:11]([O:12][CH3:13])=[CH:10][C:6]([C:7]([NH2:9])=[O:8])=[C:5]([N+:14]([O-])=O)[CH:4]=1, predict the reaction product. The product is: [NH2:14][C:5]1[CH:4]=[C:3]([O:2][CH3:1])[C:11]([O:12][CH3:13])=[CH:10][C:6]=1[C:7]([NH2:9])=[O:8]. (8) Given the reactants [ClH:1].Cl[C:3]1[CH:8]=[CH:7][C:6]([NH:9]N)=[CH:5][CH:4]=1.Br[CH2:12][CH2:13][N:14]1[CH2:19][CH2:18][O:17][CH2:16][CH2:15]1.C(C1[CH:32]=[CH:31][CH:30]=[CH:29][C:23]=1[N:24]([CH2:27]C)CC)C.Cl.CN1CCC(=O)CC1, predict the reaction product. The product is: [Cl:1][CH:23]1[C:29]2[C:7]3[CH:8]=[CH:3][CH:4]=[CH:5][C:6]=3[N:9]([CH2:12][CH2:13][N:14]3[CH2:19][CH2:18][O:17][CH2:16][CH2:15]3)[C:30]=2[CH2:31][CH2:32][N:24]1[CH3:27]. (9) Given the reactants [Cl:1][C:2]1[CH:3]=[C:4]([NH:16][C:17]2[C:26]3[C:21](=[CH:22][CH:23]=[CH:24][C:25]=3[O:27][CH2:28][CH2:29][NH:30][CH2:31][CH2:32][O:33][CH3:34])[N:20]=[CH:19][N:18]=2)[CH:5]=[CH:6][C:7]=1[O:8][CH2:9][C:10]1[CH:15]=[CH:14][CH:13]=[CH:12][N:11]=1.[C:35](Cl)(=[O:37])[CH3:36], predict the reaction product. The product is: [Cl:1][C:2]1[CH:3]=[C:4]([NH:16][C:17]2[C:26]3[C:21](=[CH:22][CH:23]=[CH:24][C:25]=3[O:27][CH2:28][CH2:29][N:30]([CH2:31][CH2:32][O:33][CH3:34])[C:35](=[O:37])[CH3:36])[N:20]=[CH:19][N:18]=2)[CH:5]=[CH:6][C:7]=1[O:8][CH2:9][C:10]1[CH:15]=[CH:14][CH:13]=[CH:12][N:11]=1. (10) Given the reactants N1C=[C-:4][N:3]=[N:2]1.[Na+].[Cl:7][C:8]1[CH:23]=[CH:22][C:11]([CH2:12][CH:13]2[C:17]3([O:19][CH2:18]3)[C:16]([CH3:21])([CH3:20])[CH2:15][CH2:14]2)=[CH:10][CH:9]=1.[CH3:24][N:25](C=O)C, predict the reaction product. The product is: [Cl:7][C:8]1[CH:23]=[CH:22][C:11]([CH2:12][CH:13]2[C:17]([CH2:18][N:3]3[CH:4]=[N:25][CH:24]=[N:2]3)([OH:19])[C:16]([CH3:21])([CH3:20])[CH2:15][CH2:14]2)=[CH:10][CH:9]=1.